Dataset: Reaction yield outcomes from USPTO patents with 853,638 reactions. Task: Predict the reaction yield, written as a fraction of the theoretical maximum amount of product (1.0 means a 100% yield; for example, 0.34 means a 34% yield). (1) The reactants are [NH2:1][C@@H:2]1[CH2:7][CH2:6][C:5](=[CH:8][C:9]([O:11][CH3:12])=[O:10])[CH2:4][C@H:3]1[C:13]1[CH:14]=[N:15][C:16]([C:19]([F:22])([F:21])[F:20])=[CH:17][CH:18]=1.[H][H]. The catalyst is CO.[Rh]. The product is [NH2:1][C@@H:2]1[CH2:7][CH2:6][CH:5]([CH2:8][C:9]([O:11][CH3:12])=[O:10])[CH2:4][C@H:3]1[C:13]1[CH:14]=[N:15][C:16]([C:19]([F:22])([F:20])[F:21])=[CH:17][CH:18]=1. The yield is 0.990. (2) The reactants are [CH:1]([C:4]1[CH:9]=[C:8]([N:10]2[CH2:15][CH2:14][O:13][CH2:12][CH2:11]2)[CH:7]=[C:6]([CH:16]([CH3:18])[CH3:17])[C:5]=1[NH2:19])([CH3:3])[CH3:2].N1C=CC=CC=1.[CH:26]1([CH2:31][C:32](Cl)=[O:33])[CH2:30][CH2:29][CH2:28][CH2:27]1. The catalyst is O1CCCC1.C(OCC)(=O)C. The product is [CH:26]1([CH2:31][C:32]([NH:19][C:5]2[C:6]([CH:16]([CH3:18])[CH3:17])=[CH:7][C:8]([N:10]3[CH2:11][CH2:12][O:13][CH2:14][CH2:15]3)=[CH:9][C:4]=2[CH:1]([CH3:3])[CH3:2])=[O:33])[CH2:30][CH2:29][CH2:28][CH2:27]1. The yield is 0.330. (3) The reactants are C(N(CCCC)CCCC)CCC.[CH2:14]([OH:22])[C:15]([F:21])([F:20])[C:16]([F:19])([F:18])[F:17].[CH2:23]=[C:24]([C:29](OS(F)(=O)=O)([F:31])[F:30])[C:25]([F:28])([F:27])[F:26]. The catalyst is COCCOCCOC. The product is [CH2:23]=[C:24]([C:29]([O:22][CH2:14][C:15]([C:16]([F:19])([F:18])[F:17])([F:21])[F:20])([F:31])[F:30])[C:25]([F:28])([F:27])[F:26]. The yield is 0.580. (4) The product is [NH2:2][CH2:1][C:3]1[CH:24]=[C:23]([F:25])[CH:22]=[CH:21][C:4]=1[O:5][C:6]1[CH:7]=[C:8]2[C:12](=[CH:13][CH:14]=1)[N:11]([CH2:15][C:16]([N:18]([CH3:20])[CH3:19])=[O:17])[N:10]=[CH:9]2. The reactants are [C:1]([C:3]1[CH:24]=[C:23]([F:25])[CH:22]=[CH:21][C:4]=1[O:5][C:6]1[CH:7]=[C:8]2[C:12](=[CH:13][CH:14]=1)[N:11]([CH2:15][C:16]([N:18]([CH3:20])[CH3:19])=[O:17])[N:10]=[CH:9]2)#[N:2].N1C=CC=CC=1C1C=CC=CN=1.[BH4-].[Na+]. The catalyst is CCO. The yield is 0.110. (5) The reactants are [OH:1][C:2]1[N:6]([C:7]2[CH:12]=[CH:11][CH:10]=[CH:9][CH:8]=2)[N:5]=[C:4]([C:13]([OH:15])=[O:14])[CH:3]=1.[C:16](=O)([O-])[O-].[Cs+].[Cs+].IC. The catalyst is CN(C=O)C. The product is [CH3:16][O:1][C:2]1[N:6]([C:7]2[CH:12]=[CH:11][CH:10]=[CH:9][CH:8]=2)[N:5]=[C:4]([C:13]([OH:15])=[O:14])[CH:3]=1. The yield is 0.380. (6) The reactants are [CH3:1][O:2][C:3](=[O:13])[C:4]1[C:9]([CH3:10])=[CH:8][C:7](Br)=[CH:6][C:5]=1[Cl:12].[Cl:14]CCl. The catalyst is CN(C=O)C.Cl[Cu]. The product is [CH3:1][O:2][C:3](=[O:13])[C:4]1[C:9]([CH3:10])=[CH:8][C:7]([Cl:14])=[CH:6][C:5]=1[Cl:12]. The yield is 0.650. (7) The reactants are [CH2:1]([O:3][C:4](=[O:17])[CH2:5][N:6]1[C:14]2[C:9](=[CH:10][C:11]([F:15])=[CH:12][CH:13]=2)[CH:8]=[C:7]1[CH3:16])[CH3:2].[CH3:18][S:19][CH2:20][CH2:21][SH:22].II.[I-].[K+]. The product is [CH2:1]([O:3][C:4](=[O:17])[CH2:5][N:6]1[C:14]2[C:9](=[CH:10][C:11]([F:15])=[CH:12][CH:13]=2)[C:8]([S:22][CH2:21][CH2:20][S:19][CH3:18])=[C:7]1[CH3:16])[CH3:2]. The yield is 0.670. The catalyst is O.CCO. (8) The product is [Cl:7][C:8]1[S:12][C:11]([C:13]([NH:21][CH2:22][CH:23]2[O:27][C:26](=[O:28])[N:25]([C:29]3[CH:34]=[CH:33][C:32]([N:35]4[CH2:40][CH2:39][O:38][CH2:37][C:36]4=[O:41])=[CH:31][CH:30]=3)[CH2:24]2)=[O:15])=[CH:10][CH:9]=1. The reactants are CN1C=CN=C1.[Cl:7][C:8]1[S:12][C:11]([C:13]([OH:15])=O)=[CH:10][CH:9]=1.CS(Cl)(=O)=O.[NH2:21][CH2:22][CH:23]1[O:27][C:26](=[O:28])[N:25]([C:29]2[CH:34]=[CH:33][C:32]([N:35]3[CH2:40][CH2:39][O:38][CH2:37][C:36]3=[O:41])=[CH:31][CH:30]=2)[CH2:24]1. The yield is 0.900. The catalyst is ClCCl.O. (9) The reactants are [NH:1]1[C:5]2[CH:6]=[CH:7][CH:8]=[CH:9][C:4]=2[N:3]=[C:2]1[O:10][C:11]1[CH:16]=[CH:15][C:14]([CH2:17][CH2:18]N(CC2CC2)CCC)=[CH:13][CH:12]=1.C1([CH2:30][N:31]([CH2:58][CH2:59][CH3:60])[CH2:32][CH2:33][C:34]2C=CC(OC3N(COCC[Si](C)(C)C)C4C=CC=CC=4N=3)=CC=2)CC1.CCCC[N+](CCCC)(CCCC)CCCC.[F-]. The catalyst is C1COCC1. The product is [NH:3]1[C:4]2[CH:9]=[CH:8][CH:7]=[CH:6][C:5]=2[N:1]=[C:2]1[O:10][C:11]1[CH:12]=[CH:13][C:14]([CH2:17][CH2:18][CH:58]([N:31]([CH:32]2[CH2:33][CH2:34]2)[CH3:30])[CH2:59][CH3:60])=[CH:15][CH:16]=1. The yield is 0.950. (10) The reactants are [F:1][C:2]1[CH:7]=[CH:6][N:5]=[C:4]([NH:8][C:9](=[O:15])[O:10][C:11]([CH3:14])([CH3:13])[CH3:12])[CH:3]=1.CN(CCN(C)C)C.C([Li])CCC.[I:29]I.OS([O-])=O.[Na+]. The catalyst is C1COCC1.O.C(Cl)Cl.C(OCC)(=O)C. The product is [F:1][C:2]1[CH:7]=[CH:6][N:5]=[C:4]([NH:8][C:9](=[O:15])[O:10][C:11]([CH3:12])([CH3:14])[CH3:13])[C:3]=1[I:29]. The yield is 0.860.